Task: Predict the reactants needed to synthesize the given product.. Dataset: Full USPTO retrosynthesis dataset with 1.9M reactions from patents (1976-2016) (1) Given the product [CH3:26][C:16]1[CH:21]=[CH:20][C:19]([S:22]([O:1][CH2:2][CH:3]2[CH2:8][CH2:7][N:6]([C:9]([O:11][C:12]([CH3:15])([CH3:14])[CH3:13])=[O:10])[CH2:5][CH2:4]2)(=[O:24])=[O:23])=[CH:18][CH:17]=1, predict the reactants needed to synthesize it. The reactants are: [OH:1][CH2:2][CH:3]1[CH2:8][CH2:7][N:6]([C:9]([O:11][C:12]([CH3:15])([CH3:14])[CH3:13])=[O:10])[CH2:5][CH2:4]1.[C:16]1([CH3:26])[CH:21]=[CH:20][C:19]([S:22](Cl)(=[O:24])=[O:23])=[CH:18][CH:17]=1.C(N(CC)CC)C. (2) Given the product [CH2:1]([O:3][C:4](=[O:19])[CH2:5][C@@H:6]([N:10]1[C:11]2=[N:12][C:13]([CH3:18])=[CH:14][CH:15]=[C:16]2[NH:17][C:22]1=[O:23])[CH2:7][CH2:8][CH3:9])[CH3:2], predict the reactants needed to synthesize it. The reactants are: [CH2:1]([O:3][C:4](=[O:19])[CH2:5][C@@H:6]([NH:10][C:11]1[C:16]([NH2:17])=[CH:15][CH:14]=[C:13]([CH3:18])[N:12]=1)[CH2:7][CH2:8][CH3:9])[CH3:2].C1C[O:23][CH2:22]C1. (3) Given the product [CH:11]1([C:17]2[CH:18]=[CH:19][C:20]([O:23][C:2]3[CH:7]=[CH:6][C:5]([N+:8]([O-:10])=[O:9])=[CH:4][N:3]=3)=[CH:21][CH:22]=2)[CH2:12][CH2:13][CH2:14][CH2:15][CH2:16]1, predict the reactants needed to synthesize it. The reactants are: Cl[C:2]1[CH:7]=[CH:6][C:5]([N+:8]([O-:10])=[O:9])=[CH:4][N:3]=1.[CH:11]1([C:17]2[CH:22]=[CH:21][C:20]([OH:23])=[CH:19][CH:18]=2)[CH2:16][CH2:15][CH2:14][CH2:13][CH2:12]1.C([O-])([O-])=O.[K+].[K+].